Dataset: Reaction yield outcomes from USPTO patents with 853,638 reactions. Task: Predict the reaction yield, written as a fraction of the theoretical maximum amount of product (1.0 means a 100% yield; for example, 0.34 means a 34% yield). (1) The reactants are [Cl:1][C:2]1[C:11]2[NH:10][C:9](=[O:12])[C:8]3[S:13][CH:14]=[CH:15][C:7]=3[C:6]=2[C:5]([C:16]2[CH:31]=[CH:30][C:19]([CH2:20][CH2:21][NH:22]C(=O)OC(C)(C)C)=[C:18]([F:32])[CH:17]=2)=[C:4]([O:33]C)[CH:3]=1.B(Br)(Br)Br. No catalyst specified. The product is [ClH:1].[NH2:22][CH2:21][CH2:20][C:19]1[CH:30]=[CH:31][C:16]([C:5]2[C:6]3[C:7]4[CH:15]=[CH:14][S:13][C:8]=4[C:9](=[O:12])[NH:10][C:11]=3[C:2]([Cl:1])=[CH:3][C:4]=2[OH:33])=[CH:17][C:18]=1[F:32]. The yield is 0.480. (2) The reactants are [NH2:1][C:2]1[CH:10]=[CH:9][C:5]([C:6]([OH:8])=[O:7])=[CH:4][N:3]=1.Cl.[CH3:12]O. No catalyst specified. The product is [CH3:12][O:7][C:6](=[O:8])[C:5]1[CH:9]=[CH:10][C:2]([NH2:1])=[N:3][CH:4]=1. The yield is 0.970. (3) The reactants are [Cl:1][C:2]1[CH:7]=[CH:6][C:5]([NH:8][C:9](=[O:14])[C:10]([CH3:13])([CH3:12])[CH3:11])=[C:4](I)[C:3]=1[C:16]([F:19])([F:18])[F:17].[CH:20]#[C:21][CH3:22]. The catalyst is [Cu](I)I.Cl[Pd](Cl)([P](C1C=CC=CC=1)(C1C=CC=CC=1)C1C=CC=CC=1)[P](C1C=CC=CC=1)(C1C=CC=CC=1)C1C=CC=CC=1.C(N(CC)CC)C. The product is [Cl:1][C:2]1[CH:7]=[CH:6][C:5]([NH:8][C:9](=[O:14])[C:10]([CH3:13])([CH3:12])[CH3:11])=[C:4]([C:20]#[C:21][CH3:22])[C:3]=1[C:16]([F:19])([F:18])[F:17]. The yield is 0.650. (4) The reactants are Cl[C:2]1[C:7]([CH3:8])=[C:6]([CH3:9])[N:5]=[CH:4][N:3]=1.[Na].C1C=CC(P(C2C(C3C(P(C4C=CC=CC=4)C4C=CC=CC=4)=CC=C4C=3C=CC=C4)=C3C(C=CC=C3)=CC=2)C2C=CC=CC=2)=CC=1.C(=[NH:70])(C1C=CC=CC=1)C1C=CC=CC=1.Cl. The catalyst is C1(C)C=CC=CC=1.C1C=CC(/C=C/C(/C=C/C2C=CC=CC=2)=O)=CC=1.C1C=CC(/C=C/C(/C=C/C2C=CC=CC=2)=O)=CC=1.C1C=CC(/C=C/C(/C=C/C2C=CC=CC=2)=O)=CC=1.[Pd].[Pd]. The product is [CH3:8][C:7]1[C:2]([NH2:70])=[N:3][CH:4]=[N:5][C:6]=1[CH3:9]. The yield is 0.420. (5) The reactants are Cl[C:2]1[CH:16]=[CH:15][C:5]2[C:6](=[O:14])[NH:7][C:8]3[C:13]([C:4]=2[CH:3]=1)=[CH:12][CH:11]=[CH:10][N:9]=3.CO[C:19]1[CH:26]=[CH:25][CH:24]=[CH:23][C:20]=1[CH2:21][NH2:22].C1(P(C2CCCCC2)C2C=CC=CC=2C2C(C(C)C)=CC(C(C)C)=CC=2C(C)C)CCCCC1.C[C:62](C)([O-:64])C.[Na+]. The catalyst is O1CCOCC1.CO.C([O-])(=O)C.[Pd+2].C([O-])(=O)C. The product is [CH3:62][O:64][C:25]1[CH:26]=[CH:19][C:20]([CH2:21][NH:22][C:2]2[CH:16]=[CH:15][C:5]3[C:6](=[O:14])[NH:7][C:8]4[C:13]([C:4]=3[CH:3]=2)=[CH:12][CH:11]=[CH:10][N:9]=4)=[CH:23][CH:24]=1. The yield is 0.160. (6) The reactants are [NH:1]([C:9]([O:11][CH2:12][C:13]1[CH:18]=[CH:17][CH:16]=[CH:15][CH:14]=1)=[O:10])[C@H:2]([C:6](O)=[O:7])[CH:3]([CH3:5])[CH3:4].Cl.[C:20]1([CH:26]([C:51]2[CH:56]=[CH:55][CH:54]=[CH:53][CH:52]=2)[C@H:27]([NH2:50])[CH:28]=[CH:29][S:30]([CH:33]=[CH:34][C@@H:35]([NH2:49])[CH:36]([C:43]2[CH:48]=[CH:47][CH:46]=[CH:45][CH:44]=2)[C:37]2[CH:42]=[CH:41][CH:40]=[CH:39][CH:38]=2)(=[O:32])=[O:31])[CH:25]=[CH:24][CH:23]=[CH:22][CH:21]=1. No catalyst specified. The product is [C:51]1([CH:26]([C:20]2[CH:25]=[CH:24][CH:23]=[CH:22][CH:21]=2)[C@H:27]([NH:50][C:6](=[O:7])[C@H:2]([CH:3]([CH3:5])[CH3:4])[NH:1][C:9]([O:11][CH2:12][C:13]2[CH:18]=[CH:17][CH:16]=[CH:15][CH:14]=2)=[O:10])[CH:28]=[CH:29][S:30]([CH:33]=[CH:34][C@@H:35]([NH:49][C:6](=[O:7])[C@H:2]([CH:3]([CH3:4])[CH3:5])[NH:1][C:9]([O:11][CH2:12][C:13]2[CH:18]=[CH:17][CH:16]=[CH:15][CH:14]=2)=[O:10])[CH:36]([C:37]2[CH:38]=[CH:39][CH:40]=[CH:41][CH:42]=2)[C:43]2[CH:44]=[CH:45][CH:46]=[CH:47][CH:48]=2)(=[O:32])=[O:31])[CH:52]=[CH:53][CH:54]=[CH:55][CH:56]=1. The yield is 0.980.